From a dataset of Forward reaction prediction with 1.9M reactions from USPTO patents (1976-2016). Predict the product of the given reaction. (1) Given the reactants [F:1][C:2]1[CH:7]=[CH:6][C:5]([C:8]2[C:16]([C:17]3[CH:22]=[CH:21][N:20]=[C:19]([F:23])[CH:18]=3)=[C:11]3[CH:12]=[CH:13][CH:14]=[CH:15][N:10]3[N:9]=2)=[CH:4][CH:3]=1.[Br:24]N1C(=O)CCC1=O.C(=O)(O)[O-].[Na+], predict the reaction product. The product is: [Br:24][C:14]1[CH:13]=[CH:12][C:11]2[N:10]([N:9]=[C:8]([C:5]3[CH:6]=[CH:7][C:2]([F:1])=[CH:3][CH:4]=3)[C:16]=2[C:17]2[CH:22]=[CH:21][N:20]=[C:19]([F:23])[CH:18]=2)[CH:15]=1. (2) Given the reactants [Cl:1][C:2]1[CH:3]=[C:4]2[C:9](=[CH:10][CH:11]=1)[NH:8][CH:7]([C:12]1[CH:13]=[C:14]([NH2:18])[CH:15]=[CH:16][CH:17]=1)[CH2:6][C:5]2([CH3:20])[CH3:19].[F:21][C:22]1[CH:27]=[CH:26][CH:25]=[CH:24][C:23]=1[S:28](Cl)(=[O:30])=[O:29], predict the reaction product. The product is: [Cl:1][C:2]1[CH:3]=[C:4]2[C:9](=[CH:10][CH:11]=1)[NH:8][CH:7]([C:12]1[CH:13]=[C:14]([NH:18][S:28]([C:23]3[CH:24]=[CH:25][CH:26]=[CH:27][C:22]=3[F:21])(=[O:30])=[O:29])[CH:15]=[CH:16][CH:17]=1)[CH2:6][C:5]2([CH3:20])[CH3:19]. (3) Given the reactants Br[C:2]1[C:10]2[C:9]([NH:11][C@H:12]([C:14]3[N:19]([C:20]4[CH:25]=[CH:24][CH:23]=[CH:22][CH:21]=4)[C:18](=[O:26])[C:17]4=[CH:27][CH:28]=[CH:29][N:16]4[N:15]=3)[CH3:13])=[N:8][CH:7]=[N:6][C:5]=2[N:4]([CH2:30][O:31][CH2:32][CH2:33][Si:34]([CH3:37])([CH3:36])[CH3:35])[CH:3]=1.CC1(C)C(C)(C)OB([C:46]2[CH:54]=[C:53]([NH:55][S:56]([CH3:59])(=[O:58])=[O:57])[CH:52]=[C:51]3[C:47]=2[CH:48]=[CH:49][NH:50]3)O1.CS(N)(=O)=O.B1(B2OC(C)(C)C(C)(C)O2)OC(C)(C)C(C)(C)O1.C(=O)([O-])[O-].[Na+].[Na+], predict the reaction product. The product is: [O:26]=[C:18]1[C:17]2=[CH:27][CH:28]=[CH:29][N:16]2[N:15]=[C:14]([C@@H:12]([NH:11][C:9]2[C:10]3[C:2]([C:46]4[CH:54]=[C:53]([NH:55][S:56]([CH3:59])(=[O:57])=[O:58])[CH:52]=[C:51]5[C:47]=4[CH:48]=[CH:49][NH:50]5)=[CH:3][N:4]([CH2:30][O:31][CH2:32][CH2:33][Si:34]([CH3:37])([CH3:36])[CH3:35])[C:5]=3[N:6]=[CH:7][N:8]=2)[CH3:13])[N:19]1[C:20]1[CH:25]=[CH:24][CH:23]=[CH:22][CH:21]=1. (4) Given the reactants [F:1][C:2]1[CH:52]=[CH:51][C:50]([F:53])=[CH:49][C:3]=1[C:4]([NH:6][C:7]1[CH:12]=[CH:11][CH:10]=[C:9]([C:13]2[C:21]([C:22]3[CH:27]=[CH:26][N:25]=[C:24]([NH:28][C:29]4[CH:34]=[CH:33][CH:32]=[C:31]([CH2:35][N:36]([CH2:43][CH2:44][S:45]([CH3:48])(=[O:47])=[O:46])C(=O)C(F)(F)F)[CH:30]=4)[N:23]=3)=[C:16]3[CH:17]=[CH:18][CH:19]=[CH:20][N:15]3[N:14]=2)[CH:8]=1)=[O:5].O.O[Li].O, predict the reaction product. The product is: [F:1][C:2]1[CH:52]=[CH:51][C:50]([F:53])=[CH:49][C:3]=1[C:4]([NH:6][C:7]1[CH:12]=[CH:11][CH:10]=[C:9]([C:13]2[C:21]([C:22]3[CH:27]=[CH:26][N:25]=[C:24]([NH:28][C:29]4[CH:34]=[CH:33][CH:32]=[C:31]([CH2:35][NH:36][CH2:43][CH2:44][S:45]([CH3:48])(=[O:47])=[O:46])[CH:30]=4)[N:23]=3)=[C:16]3[CH:17]=[CH:18][CH:19]=[CH:20][N:15]3[N:14]=2)[CH:8]=1)=[O:5]. (5) Given the reactants [C:1]([N:4]1[C:12]2[C:7](=[CH:8][C:9](Br)=[CH:10][CH:11]=2)[CH2:6][CH2:5]1)(=[O:3])[CH3:2].[N:14]1[CH:19]=[CH:18][C:17](B(O)O)=[CH:16][CH:15]=1.ClCCl.P([O-])([O-])([O-])=O.[K+].[K+].[K+], predict the reaction product. The product is: [C:1]([N:4]1[C:12]2[C:7](=[CH:8][C:9]([C:17]3[CH:18]=[CH:19][N:14]=[CH:15][CH:16]=3)=[CH:10][CH:11]=2)[CH2:6][CH2:5]1)(=[O:3])[CH3:2].